Predict the product of the given reaction. From a dataset of Forward reaction prediction with 1.9M reactions from USPTO patents (1976-2016). Given the reactants [Cl:1][C:2]1[C:10]([Cl:11])=[C:9]2[C:5]([CH2:6][CH:7]([CH:12]([CH3:14])[CH3:13])[CH2:8]2)=[CH:4][C:3]=1[O:15][C:16]([C:18]1[CH:25]=[CH:24][C:21]([C:22]#[N:23])=[CH:20][CH:19]=1)=O.C[Si]([N:30]=[N+:31]=[N-:32])(C)C.C([Sn](=[O:42])CCCC)CCC, predict the reaction product. The product is: [Cl:1][C:2]1[C:10]([Cl:11])=[C:9]2[C:5]([CH2:6][CH:7]([CH:12]([CH3:14])[CH3:13])[C:8]2=[O:42])=[CH:4][C:3]=1[O:15][CH2:16][C:18]1[CH:25]=[CH:24][C:21]([C:22]2[N:30]=[N:31][NH:32][N:23]=2)=[CH:20][CH:19]=1.